Predict the reaction yield, written as a fraction of the theoretical maximum amount of product (1.0 means a 100% yield; for example, 0.34 means a 34% yield). From a dataset of Reaction yield outcomes from USPTO patents with 853,638 reactions. (1) The reactants are [CH3:1][C:2]([C:7]1[NH:8][C:9]2[C:14]([CH:15]=1)=[CH:13][C:12]([N+:16]([O-:18])=[O:17])=[CH:11][CH:10]=2)([CH3:6])[C:3](O)=[O:4].C(Cl)CCl.C1C=CC2N(O)N=[N:29]C=2C=1.[Cl-].[NH4+]. The catalyst is C(#N)C.CCN(CC)CC.O. The product is [CH3:1][C:2]([C:7]1[NH:8][C:9]2[C:14]([CH:15]=1)=[CH:13][C:12]([N+:16]([O-:18])=[O:17])=[CH:11][CH:10]=2)([CH3:6])[C:3]([NH2:29])=[O:4]. The yield is 0.990. (2) The reactants are [NH2:1][C:2]1[C:7]2=[C:8]([C:13]3[CH:18]=[CH:17][C:16]([N+:19]([O-:21])=[O:20])=[CH:15][CH:14]=3)[C:9]([CH:11]=[O:12])=[CH:10][N:6]2[N:5]=[CH:4][N:3]=1.S([CH2:32][N+:33]#[C-:34])(C1C=CC(C)=CC=1)(=O)=O.C(=O)([O-])[O-].[K+].[K+]. The catalyst is CO. The product is [N+:19]([C:16]1[CH:15]=[CH:14][C:13]([C:8]2[C:9]([C:11]3[O:12][CH:34]=[N:33][CH:32]=3)=[CH:10][N:6]3[C:7]=2[C:2]([NH2:1])=[N:3][CH:4]=[N:5]3)=[CH:18][CH:17]=1)([O-:21])=[O:20]. The yield is 0.390. (3) The reactants are [OH:1][C:2]1[C:3]([C:18](=O)[CH3:19])=[N:4][N:5]([CH3:17])[C:6]=1[C:7]1[CH:12]=[CH:11][CH:10]=[C:9]([C:13]([F:16])([F:15])[F:14])[CH:8]=1.[NH:21]([C:23]([NH:25][C:26]1[CH:34]=[CH:33][C:29]([C:30]([OH:32])=[O:31])=[CH:28][CH:27]=1)=[S:24])[NH2:22].CN(C)C=O. The catalyst is Cl.O. The product is [OH:1][C:2]1[C:3]([C:18](=[N:22][NH:21][C:23]([NH:25][C:26]2[CH:34]=[CH:33][C:29]([C:30]([OH:32])=[O:31])=[CH:28][CH:27]=2)=[S:24])[CH3:19])=[N:4][N:5]([CH3:17])[C:6]=1[C:7]1[CH:12]=[CH:11][CH:10]=[C:9]([C:13]([F:16])([F:15])[F:14])[CH:8]=1. The yield is 0.680. (4) The reactants are Br[C:2]1[CH:3]=[C:4]([N:8]2[C:12]3=[N:13][C:14]([CH3:17])=[N:15][CH:16]=[C:11]3[C:10]([C:18]([O:20][CH2:21][CH3:22])=[O:19])=[N:9]2)[CH:5]=[CH:6][CH:7]=1.[C:23]([C@:25]1([OH:32])[CH2:29][CH2:28][N:27]([CH3:30])[C:26]1=[O:31])#[CH:24]. No catalyst specified. The product is [OH:32][C@@:25]1([C:23]#[C:24][C:2]2[CH:3]=[C:4]([N:8]3[C:12]4=[N:13][C:14]([CH3:17])=[N:15][CH:16]=[C:11]4[C:10]([C:18]([O:20][CH2:21][CH3:22])=[O:19])=[N:9]3)[CH:5]=[CH:6][CH:7]=2)[CH2:29][CH2:28][N:27]([CH3:30])[C:26]1=[O:31]. The yield is 0.770. (5) The reactants are Br[C:2]1[C:3](=[O:13])[C:4]2[C:9]([C:10](=[O:12])[CH:11]=1)=[CH:8][CH:7]=[CH:6][CH:5]=2.CCO.Cl.[NH2:18][CH2:19][C:20]1[CH:29]=[CH:28][C:23]([C:24]([O:26][CH3:27])=[O:25])=[CH:22][CH:21]=1.C([O-])([O-])=O.[K+].[K+]. The catalyst is O. The product is [O:13]=[C:3]1[C:4]2[C:9](=[CH:8][CH:7]=[CH:6][CH:5]=2)[C:10](=[O:12])[CH:11]=[C:2]1[NH:18][CH2:19][C:20]1[CH:21]=[CH:22][C:23]([C:24]([O:26][CH3:27])=[O:25])=[CH:28][CH:29]=1. The yield is 0.490. (6) The yield is 0.700. The reactants are I[C:2]1[C:3]([C:17]([O:19][CH2:20][CH3:21])=[O:18])=[N:4][N:5]([CH2:8][C:9]2[CH:14]=[CH:13][C:12]([O:15][CH3:16])=[CH:11][CH:10]=2)[C:6]=1[CH3:7].[Cl:22][C:23]1[CH:30]=[CH:29][C:26]([CH:27]=[O:28])=[CH:25][CH:24]=1. The product is [Cl:22][C:23]1[CH:30]=[CH:29][C:26]([CH:27]([OH:28])[C:2]2[C:3]([C:17]([O:19][CH2:20][CH3:21])=[O:18])=[N:4][N:5]([CH2:8][C:9]3[CH:14]=[CH:13][C:12]([O:15][CH3:16])=[CH:11][CH:10]=3)[C:6]=2[CH3:7])=[CH:25][CH:24]=1. The catalyst is C1COCC1.